Dataset: Experimentally validated miRNA-target interactions with 360,000+ pairs, plus equal number of negative samples. Task: Binary Classification. Given a miRNA mature sequence and a target amino acid sequence, predict their likelihood of interaction. (1) The miRNA is rno-miR-130a-3p with sequence CAGUGCAAUGUUAAAAGGGCAU. The protein sequence of the target gene is MSQNLQETSQAYPRHRPGSHAGPKSLKVTPRATMYTFLPDNFSPAKPKPTKELRPLLCSAVLGLLLVLAAVVAWCYYSASLRKAERLRAELLDLNRGGFSIRNQKGEQVFRLAFRSGALDLDSCSRDGALLGCSRAADGRPLHFFIQTVRPKDTVMCYRVRWEEAVPGRAVEHAMFLGDAAAHWYGGAEMRTQHWPIRLDGQQEPQPFVTSDVYSSDAAFGGILERYWLSSRAAAIKVNDSVPFHLGWNSTERSMRLQARYHDTSYKPPAGRTAAPELSYRVCVGSDVTSIHKYMVRRYF.... Result: 0 (no interaction). (2) The miRNA is hsa-miR-4738-5p with sequence ACCAGCGCGUUUUCAGUUUCAU. The protein sequence of the target gene is MAGNCSWEAHPGNRNKMCPGLSEAPELYSRGFLTIEQIAMLPPPAVMNYIFLLLCLCGLVGNGLVLWFFGFSIKRNPFSIYFLHLASADVGYLFSKAVFSILNTGGFLGTFADYIRSVCRVLGLCMFLTGVSLLPAVSAERCASVIFPAWYWRRRPKRLSAVVCALLWVLSLLVTCLHNYFCVFLGRGAPGAACRHMDIFLGILLFLLCCPLMVLPCLALILHVECRARRRQRSAKLNHVILAMVSVFLVSSIYLGIDWFLFWVFQIPAPFPEYVTDLCICINSSAKPIVYFLAGRDKSQ.... Result: 1 (interaction). (3) The miRNA is hsa-miR-1909-5p with sequence UGAGUGCCGGUGCCUGCCCUG. The protein sequence of the target gene is MEPLGLVVHGKAEPFSAALRSLVNNPRYSDVCFVVGQERQEVFAHRCLLACRCNFFQRLLGTEPGPGVPSPVVLSTVPTEAFLAVLEFLYTNSVKLYRHSVLEVLTAAVEYGLEELRELCLQFVVKVLDVDLVCEALQVAVTFGLGQLQERCVAFIEAHSQEALRTRGFLELSAAALLPLLRSDKLCVDEAELVRAARSWARVGAAVLERPVAEVAAPVVKELRLALLAPAELSALEEQNRQEPLIPVEQIVEAWKCHALRRGDEARGAPCRRRRGTLPREHHRFLDLSFK. Result: 1 (interaction). (4) The miRNA is mmu-miR-297a-5p with sequence AUGUAUGUGUGCAUGUGCAUGU. The protein sequence of the target gene is MSTSSLRRQMKNIVHNYSEAEIKVREATSNDPWGPSSSLMSEIADLTYNVVAFSEIMSMIWKRLNDHGKNWRHVYKAMTLMEYLIKTGSERVSQQCKENMYAVQTLKDFQYVDRDGKDQGVNVREKAKQLVALLRDEDRLREERAHALKTKEKLAQTATASSAAVGSGPPPEAEQAWPQSSGEEELQLQLALAMSKEEADQPPSCGPEDDVQLQLALSLSREEHDKEERIRRGDDLRLQMAIEESKRETGGKEESSLMDLADVFTTPAPPQASDPWGGPASVPTAVPVAAAASDPWGGPA.... Result: 0 (no interaction).